This data is from Full USPTO retrosynthesis dataset with 1.9M reactions from patents (1976-2016). The task is: Predict the reactants needed to synthesize the given product. (1) Given the product [Cl:1][C:2]1[C:7]([C:8]([Cl:14])=[O:9])=[C:6]([Cl:10])[N:5]=[CH:4][N:3]=1, predict the reactants needed to synthesize it. The reactants are: [Cl:1][C:2]1[C:7]([CH:8]=[O:9])=[C:6]([Cl:10])[N:5]=[CH:4][N:3]=1.S(Cl)([Cl:14])(=O)=O.CC(N=NC(C#N)(C)C)(C#N)C. (2) The reactants are: [Mg].Br[CH2:3][CH2:4][C:5]([F:8])([F:7])[F:6].CON(C)[C:12]([C:14]1[N:15]=[CH:16][O:17][CH:18]=1)=[O:13]. Given the product [F:6][C:5]([F:8])([F:7])[CH2:4][CH2:3][C:12]([C:14]1[N:15]=[CH:16][O:17][CH:18]=1)=[O:13], predict the reactants needed to synthesize it.